This data is from Full USPTO retrosynthesis dataset with 1.9M reactions from patents (1976-2016). The task is: Predict the reactants needed to synthesize the given product. (1) The reactants are: [ClH:1].[F:2][C:3]([F:13])([F:12])[C:4]1[CH:5]=[CH:6][C:7]([CH2:10]O)=[N:8][CH:9]=1.O=S(Cl)[Cl:16]. Given the product [Cl:16][CH2:10][C:7]1[CH:6]=[CH:5][C:4]([C:3]([F:13])([F:12])[F:2])=[CH:9][N:8]=1.[ClH:1].[Cl:16][CH2:10][C:7]1[CH:6]=[CH:5][C:4]([C:3]([F:13])([F:12])[F:2])=[CH:9][N:8]=1, predict the reactants needed to synthesize it. (2) Given the product [Br:8][C:9]1[CH:14]=[CH:13][C:12]([C:15]([F:18])([F:17])[F:16])=[CH:11][C:10]=1[C@@H:19]([NH:20][S:21]([C:23]([CH3:26])([CH3:25])[CH3:24])=[O:22])[CH2:7][CH2:6][CH:5]=[CH2:4], predict the reactants needed to synthesize it. The reactants are: II.Br[CH2:4][CH2:5][CH:6]=[CH2:7].[Br:8][C:9]1[CH:14]=[CH:13][C:12]([C:15]([F:18])([F:17])[F:16])=[CH:11][C:10]=1/[CH:19]=[N:20]/[S:21]([C:23]([CH3:26])([CH3:25])[CH3:24])=[O:22]. (3) Given the product [Cl:1][C:2]1[CH:3]=[CH:4][C:5]([C:6]([C:8]2[CH:9]=[C:10]3[C:15](=[CH:16][CH:17]=2)[N:14]([CH2:35][CH:36]2[CH2:38][CH2:37]2)[C:13](=[O:18])[CH:12]=[C:11]3[C:19]2[CH:24]=[CH:23][CH:22]=[C:21]([I:25])[CH:20]=2)=[O:7])=[CH:26][CH:27]=1, predict the reactants needed to synthesize it. The reactants are: [Cl:1][C:2]1[CH:27]=[CH:26][C:5]([C:6]([C:8]2[CH:9]=[C:10]3[C:15](=[CH:16][CH:17]=2)[NH:14][C:13](=[O:18])[CH:12]=[C:11]3[C:19]2[CH:24]=[CH:23][CH:22]=[C:21]([I:25])[CH:20]=2)=[O:7])=[CH:4][CH:3]=1.C(=O)([O-])[O-].[Cs+].[Cs+].Br[CH2:35][CH:36]1[CH2:38][CH2:37]1. (4) Given the product [CH2:3]([O:6][C:5](=[O:7])[C:4]1[CH:8]=[C:9]([S:18](=[O:21])(=[O:20])[NH2:19])[C:10]([O:11][C:12]2[CH:17]=[CH:16][CH:15]=[CH:14][CH:13]=2)=[C:2]([NH2:1])[CH:3]=1)[CH2:2][CH2:10][CH3:9], predict the reactants needed to synthesize it. The reactants are: [NH2:1][C:2]1[CH:3]=[C:4]([CH:8]=[C:9]([S:18](=[O:21])(=[O:20])[NH2:19])[C:10]=1[O:11][C:12]1[CH:17]=[CH:16][CH:15]=[CH:14][CH:13]=1)[C:5]([OH:7])=[O:6].OS(O)(=O)=O. (5) Given the product [Br:15][C:13]1[N:14]=[C:9]2[N:20]([CH2:21][CH2:22][CH:23]3[CH2:28][CH2:27][O:26][CH2:25][CH2:24]3)[C:18]([CH3:29])([CH3:19])[C:17](=[O:30])[NH:16][C:10]2=[N:11][CH:12]=1, predict the reactants needed to synthesize it. The reactants are: FC(F)(F)C(O)=O.Br[C:9]1[C:10]([NH:16][C:17](=[O:30])[C:18]([CH3:29])([NH:20][CH2:21][CH2:22][CH:23]2[CH2:28][CH2:27][O:26][CH2:25][CH2:24]2)[CH3:19])=[N:11][CH:12]=[C:13]([Br:15])[N:14]=1.C(N(CC)C(C)C)(C)C. (6) Given the product [C:10]([O:21][CH:7]1[CH2:8][CH:3]([CH:2]=[CH2:1])[CH2:4][CH2:5][CH:6]1[OH:9])(=[O:20])[CH2:11][CH2:12][CH2:13][CH2:14][CH2:15][CH2:16][C:17]([O:19][CH:6]1[CH2:5][CH:4]([CH:27]=[CH2:28])[CH2:3][CH2:8][CH:7]1[OH:9])=[O:18], predict the reactants needed to synthesize it. The reactants are: [CH2:1]=[CH:2][CH:3]1[CH2:8][CH:7]2[O:9][CH:6]2[CH2:5][CH2:4]1.[C:10]([OH:21])(=[O:20])[CH2:11][CH2:12][CH2:13][CH2:14][CH2:15][CH2:16][C:17]([OH:19])=[O:18].C(N([CH2:27][CH3:28])CC)C. (7) Given the product [N:3]1[CH:4]=[CH:5][C:6]([C:7]2[S:8][CH:11]=[C:12]([C:13]([O:15][CH2:16][CH3:17])=[O:14])[N:9]=2)=[CH:1][CH:2]=1, predict the reactants needed to synthesize it. The reactants are: [CH:1]1[C:6]([C:7]([NH2:9])=[S:8])=[CH:5][CH:4]=[N:3][CH:2]=1.Br[CH2:11][C:12](=O)[C:13]([O:15][CH2:16][CH3:17])=[O:14].N1C(C)=CC=CC=1C.O. (8) The reactants are: [Cl:1][C:2]1[CH:3]=[C:4]2[C:10]3([CH2:14][CH2:13][N:12]([C:15]([O:17][C:18]([CH3:21])([CH3:20])[CH3:19])=[O:16])[CH2:11]3)[C:9](=O)[NH:8][C:5]2=[CH:6][CH:7]=1.[BH4-].[Na+].II. Given the product [Cl:1][C:2]1[CH:3]=[C:4]2[C:10]3([CH2:14][CH2:13][N:12]([C:15]([O:17][C:18]([CH3:21])([CH3:20])[CH3:19])=[O:16])[CH2:11]3)[CH2:9][NH:8][C:5]2=[CH:6][CH:7]=1, predict the reactants needed to synthesize it. (9) Given the product [Br:21][C:22]1[CH:23]=[C:24]([F:36])[C:25]([O:29][C:30](=[O:35])[C:31]([CH3:32])([CH3:33])[CH3:34])=[C:26]([F:28])[C:27]=1[CH:40]=[O:41], predict the reactants needed to synthesize it. The reactants are: C([Li])CCC.C(NC(C)C)(C)C.[Li+].CC([N-]C(C)C)C.[Br:21][C:22]1[CH:27]=[C:26]([F:28])[C:25]([O:29][C:30](=[O:35])[C:31]([CH3:34])([CH3:33])[CH3:32])=[C:24]([F:36])[CH:23]=1.CN([CH:40]=[O:41])C. (10) Given the product [Br:1][C:2]1[CH:3]=[CH:4][C:5]([CH2:6][C:7]2([CH3:21])[C:8](=[O:16])[O:9][C:10]([CH3:15])([CH3:14])[O:11][C:12]2=[O:13])=[CH:17][CH:18]=1, predict the reactants needed to synthesize it. The reactants are: [Br:1][C:2]1[CH:18]=[CH:17][C:5]([CH2:6][CH:7]2[C:12](=[O:13])[O:11][C:10]([CH3:15])([CH3:14])[O:9][C:8]2=[O:16])=[CH:4][CH:3]=1.IC.[C:21](=O)([O-])[O-].[K+].[K+].